From a dataset of Catalyst prediction with 721,799 reactions and 888 catalyst types from USPTO. Predict which catalyst facilitates the given reaction. Reactant: [N+:1]([C:4]1[CH:5]=[C:6]([C:10]#[C:11][CH2:12][NH:13][C:14](=[O:20])[O:15][C:16]([CH3:19])([CH3:18])[CH3:17])[CH:7]=[N:8][CH:9]=1)([O-])=O.[OH-].[K+].C(Cl)Cl. Product: [NH2:1][C:4]1[CH:5]=[C:6]([C:10]#[C:11][CH2:12][NH:13][C:14](=[O:20])[O:15][C:16]([CH3:18])([CH3:17])[CH3:19])[CH:7]=[N:8][CH:9]=1. The catalyst class is: 242.